Dataset: Forward reaction prediction with 1.9M reactions from USPTO patents (1976-2016). Task: Predict the product of the given reaction. (1) Given the reactants Cl.Cl.[O:3]1[C:7]2[CH:8]=[CH:9][CH:10]=[C:11]([CH:12]3[CH2:17][CH2:16][N:15]([CH2:18][CH2:19][C@H:20]4[CH2:25][CH2:24][C@H:23]([NH2:26])[CH2:22][CH2:21]4)[CH2:14][CH2:13]3)[C:6]=2[CH2:5][CH2:4]1.[CH:27](O)=[O:28], predict the reaction product. The product is: [O:3]1[C:7]2[CH:8]=[CH:9][CH:10]=[C:11]([CH:12]3[CH2:17][CH2:16][N:15]([CH2:18][CH2:19][C@H:20]4[CH2:21][CH2:22][C@H:23]([NH:26][CH:27]=[O:28])[CH2:24][CH2:25]4)[CH2:14][CH2:13]3)[C:6]=2[CH2:5][CH2:4]1. (2) The product is: [C:17]([O:21][C:22](=[O:24])[NH:23][C@@H:31]([CH2:30][NH:27][C:3]1[C:2]([Br:1])=[CH:7][N:6]=[C:5]([C:8]2[CH:13]=[C:12]([Cl:14])[CH:11]=[CH:10][C:9]=2[OH:15])[N:4]=1)[CH2:34][CH3:35])([CH3:20])([CH3:19])[CH3:18]. Given the reactants [Br:1][C:2]1[C:3](Cl)=[N:4][C:5]([C:8]2[CH:13]=[C:12]([Cl:14])[CH:11]=[CH:10][C:9]=2[OH:15])=[N:6][CH:7]=1.[C:17]([O:21][C:22](=[O:24])[NH2:23])([CH3:20])([CH3:19])[CH3:18].C([N:27]([CH2:30][CH3:31])CC)C.CN(C)[C:34](=O)[CH3:35], predict the reaction product. (3) Given the reactants [C:1]([NH:4][C@@H:5]1[C@@:14]([CH2:16][C:17]2[CH:22]=[CH:21][CH:20]=[CH:19][CH:18]=2)([OH:15])[C@H:13]([O:23][CH2:24][C:25]2[CH:30]=[CH:29][CH:28]=[CH:27][CH:26]=2)[C@@H:12]([CH2:31][OH:32])[O:11][CH:6]1[O:7][CH2:8][CH:9]=[CH2:10])(=[O:3])[CH3:2].[C:33](Cl)(=[O:41])[CH2:34][CH2:35][CH2:36][CH2:37][CH2:38][CH2:39][CH3:40].O, predict the reaction product. The product is: [C:1]([NH:4][C@@H:5]1[C@@:14]([CH2:16][C:17]2[CH:18]=[CH:19][CH:20]=[CH:21][CH:22]=2)([OH:15])[C@H:13]([O:23][CH2:24][C:25]2[CH:26]=[CH:27][CH:28]=[CH:29][CH:30]=2)[C@@H:12]([CH2:31][O:32][C:33](=[O:41])[CH2:34][CH2:35][CH2:36][CH2:37][CH2:38][CH2:39][CH3:40])[O:11][CH:6]1[O:7][CH2:8][CH:9]=[CH2:10])(=[O:3])[CH3:2]. (4) Given the reactants [N+:1]([C:4]1[CH:9]=[CH:8][C:7]([S:10](Cl)(=[O:12])=[O:11])=[CH:6][CH:5]=1)([O-:3])=[O:2].[C:14]([O:23][CH3:24])(=[O:22])[C:15]1[C:16](=[CH:18][CH:19]=[CH:20][CH:21]=1)[NH2:17].N1C=CC=CC=1.O, predict the reaction product. The product is: [CH3:24][O:23][C:14](=[O:22])[C:15]1[CH:21]=[CH:20][CH:19]=[CH:18][C:16]=1[NH:17][S:10]([C:7]1[CH:8]=[CH:9][C:4]([N+:1]([O-:3])=[O:2])=[CH:5][CH:6]=1)(=[O:12])=[O:11]. (5) The product is: [CH:31]([C:30]1[C:29]2[CH:34]=[CH:35][C:36]([C:38]([F:41])([F:39])[F:40])=[CH:37][C:28]=2[S:27][C:26]=1[CH2:25][CH2:1][C:2]1[C:6]2[CH:7]=[C:8]([CH3:15])[C:9]([NH:11][C:12](=[O:14])[CH3:13])=[CH:10][C:5]=2[O:4][N:3]=1)([CH3:33])[CH3:32]. Given the reactants [CH3:1][C:2]1[C:6]2[CH:7]=[C:8]([CH3:15])[C:9]([NH:11][C:12](=[O:14])[CH3:13])=[CH:10][C:5]=2[O:4][N:3]=1.[Li+].CC([N-]C(C)C)C.Cl[CH2:25][C:26]1[S:27][C:28]2[CH:37]=[C:36]([C:38]([F:41])([F:40])[F:39])[CH:35]=[CH:34][C:29]=2[C:30]=1[CH:31]([CH3:33])[CH3:32].[Cl-].[NH4+], predict the reaction product. (6) Given the reactants [N:1]1([C:5]([C:7]2[N:12]=[CH:11][C:10]([O:13][C:14]3[CH:15]=[C:16]([CH:27]=[C:28]([O:30][CH:31]4[CH2:35][CH2:34][N:33]([CH2:36][CH3:37])[C:32]4=[O:38])[CH:29]=3)[C:17]([NH:19][C:20]3[CH:25]=[N:24][C:23]([CH3:26])=[CH:22][N:21]=3)=[O:18])=[CH:9][CH:8]=2)=[O:6])[CH2:4][CH2:3][CH2:2]1.N1(C(C2N=CC(OC3C=C(C=C(O[C@@H]4CCN(CC)C4=O)C=3)C(NC3C=NC(C)=CN=3)=O)=CC=2)=O)CCC1, predict the reaction product. The product is: [N:1]1([C:5]([C:7]2[N:12]=[CH:11][C:10]([O:13][C:14]3[CH:15]=[C:16]([CH:27]=[C:28]([O:30][C@H:31]4[CH2:35][CH2:34][N:33]([CH2:36][CH3:37])[C:32]4=[O:38])[CH:29]=3)[C:17]([NH:19][C:20]3[CH:25]=[N:24][C:23]([CH3:26])=[CH:22][N:21]=3)=[O:18])=[CH:9][CH:8]=2)=[O:6])[CH2:4][CH2:3][CH2:2]1. (7) The product is: [C:15]([C:14]1[CH:18]=[C:19]2[C:11](=[CH:12][CH:13]=1)[C:10](=[O:21])[O:20][CH2:23]2)([OH:17])=[O:16]. Given the reactants OS(O)(=O)=O.O=S(=O)=O.[C:10]([OH:21])(=[O:20])[C:11]1[CH:19]=[CH:18][C:14]([C:15]([OH:17])=[O:16])=[CH:13][CH:12]=1.O1COCO[CH2:23]1.C(O)(=O)C, predict the reaction product. (8) Given the reactants [NH2:1][C:2]1[C:7]([C:8]([F:11])([F:10])[F:9])=[CH:6][CH:5]=[CH:4][C:3]=1[C:12]([C:14]1[CH:19]=[CH:18][CH:17]=[C:16]([OH:20])[CH:15]=1)=O.[C:21]1([CH3:30])[CH:26]=[CH:25][CH:24]=[C:23]([CH2:27][CH:28]=O)[CH:22]=1, predict the reaction product. The product is: [CH3:30][C:21]1[CH:22]=[C:23]([C:27]2[CH:28]=[N:1][C:2]3[C:3]([C:12]=2[C:14]2[CH:15]=[C:16]([OH:20])[CH:17]=[CH:18][CH:19]=2)=[CH:4][CH:5]=[CH:6][C:7]=3[C:8]([F:11])([F:10])[F:9])[CH:24]=[CH:25][CH:26]=1.